From a dataset of Catalyst prediction with 721,799 reactions and 888 catalyst types from USPTO. Predict which catalyst facilitates the given reaction. (1) Reactant: [NH2:1][C:2]1[CH:3]=[C:4]([CH:10]=[C:11](Br)[CH:12]=1)[C:5]([O:7][CH2:8][CH3:9])=[O:6].[F:14][C:15]1[CH:20]=[CH:19][CH:18]=[C:17]([O:21][CH3:22])[C:16]=1B(O)O.C(=O)([O-])[O-].[K+].[K+]. Product: [NH2:1][C:2]1[CH:3]=[C:4]([C:5]([O:7][CH2:8][CH3:9])=[O:6])[CH:10]=[C:11]([C:16]2[C:17]([O:21][CH3:22])=[CH:18][CH:19]=[CH:20][C:15]=2[F:14])[CH:12]=1. The catalyst class is: 70. (2) Reactant: [CH3:1][CH:2]([CH2:9][CH2:10][CH2:11][CH:12]([CH3:14])[CH3:13])[CH2:3][CH2:4][Si:5]([Cl:8])([Cl:7])Cl.[CH2:15]([Mg]Br)[CH2:16][CH2:17][CH2:18][CH2:19][CH3:20]. Product: [CH3:1][CH:2]([CH2:9][CH2:10][CH2:11][CH:12]([CH3:13])[CH3:14])[CH2:3][CH2:4][Si:5]([CH2:15][CH2:16][CH2:17][CH2:18][CH2:19][CH3:20])([Cl:7])[Cl:8]. The catalyst class is: 7.